Dataset: Forward reaction prediction with 1.9M reactions from USPTO patents (1976-2016). Task: Predict the product of the given reaction. (1) Given the reactants [NH2:1][CH2:2][C:3]1[NH:4][C:5](=[O:13])[C:6]2[CH2:12][O:11][CH2:10][CH2:9][C:7]=2[N:8]=1.[F:14][C:15]1[CH:32]=[CH:31][C:18]([C:19]([CH:21]2[CH2:26][CH2:25][N:24]([CH2:27][C:28](O)=[O:29])[CH2:23][CH2:22]2)=[O:20])=[CH:17][CH:16]=1.Cl.CN(C)CCCN=C=NCC.ON1C2C=CC=CC=2N=N1.C(N(CC)CC)C, predict the reaction product. The product is: [F:14][C:15]1[CH:16]=[CH:17][C:18]([C:19]([CH:21]2[CH2:22][CH2:23][N:24]([CH2:27][C:28]([NH:1][CH2:2][C:3]3[NH:4][C:5](=[O:13])[C:6]4[CH2:12][O:11][CH2:10][CH2:9][C:7]=4[N:8]=3)=[O:29])[CH2:25][CH2:26]2)=[O:20])=[CH:31][CH:32]=1. (2) Given the reactants [C:1]([C:3]1([NH:6][C:7]([C@H:9]2[N:13]([C:14]([C:16]3([C:19]([F:22])([F:21])[F:20])[CH2:18][CH2:17]3)=[O:15])[CH2:12][C@@H:11](OS(C)(=O)=O)[CH2:10]2)=[O:8])[CH2:5][CH2:4]1)#[N:2].Cl.[CH3:29][C:30]1[CH:35]=[C:34]([C:36]2[CH:41]=[CH:40][C:39]([SH:42])=[C:38]([C:43]([F:46])([F:45])[F:44])[CH:37]=2)[CH:33]=[CH:32][N:31]=1.CC(C)([O-])C.[Na+].ClCCl, predict the reaction product. The product is: [C:1]([C:3]1([NH:6][C:7]([C@@H:9]2[CH2:10][C@@H:11]([S:42][C:39]3[CH:40]=[CH:41][C:36]([C:34]4[CH:33]=[CH:32][N:31]=[C:30]([CH3:29])[CH:35]=4)=[CH:37][C:38]=3[C:43]([F:46])([F:44])[F:45])[CH2:12][N:13]2[C:14]([C:16]2([C:19]([F:21])([F:22])[F:20])[CH2:17][CH2:18]2)=[O:15])=[O:8])[CH2:4][CH2:5]1)#[N:2]. (3) Given the reactants [Br:1][C:2]1[S:6][C:5]([C:7](OC)=[O:8])=[C:4]([NH:11][CH2:12][C:13]2[CH:18]=[CH:17][CH:16]=[CH:15][N:14]=2)[CH:3]=1.[OH-].[Na+].Cl.C([N:24](CC)CC)C.[Cl-].[NH4+].Cl.C(N=C=NCCCN(C)C)C.ON1C2C=CC=CC=2N=N1, predict the reaction product. The product is: [Br:1][C:2]1[S:6][C:5]([C:7]([NH2:24])=[O:8])=[C:4]([NH:11][CH2:12][C:13]2[CH:18]=[CH:17][CH:16]=[CH:15][N:14]=2)[CH:3]=1. (4) The product is: [CH:7]1[C:16]2[C:17]3[CH2:23][NH:22][CH2:21][CH2:20][CH2:19][C:18]=3[N:14]3[C:15]=2[C:10]([CH2:11][CH2:12][CH2:13]3)=[CH:9][CH:8]=1. Given the reactants [H-].[H-].[H-].[H-].[Li+].[Al+3].[CH:7]1[C:16]2[C:17]3[C:23](=O)[NH:22][CH2:21][CH2:20][CH2:19][C:18]=3[N:14]3[C:15]=2[C:10]([CH2:11][CH2:12][CH2:13]3)=[CH:9][CH:8]=1.O.[OH-].[Na+], predict the reaction product. (5) Given the reactants CC1C=CC(S(O[CH2:12][CH2:13][CH:14]([C:22]2[CH:27]=[CH:26][C:25]([F:28])=[CH:24][CH:23]=2)[C:15]2[CH:20]=[CH:19][C:18]([F:21])=[CH:17][CH:16]=2)(=O)=O)=CC=1.[Br-:29].[Li+], predict the reaction product. The product is: [Br:29][CH2:12][CH2:13][CH:14]([C:22]1[CH:27]=[CH:26][C:25]([F:28])=[CH:24][CH:23]=1)[C:15]1[CH:20]=[CH:19][C:18]([F:21])=[CH:17][CH:16]=1. (6) Given the reactants [H-].[Na+].[CH:3]1([CH2:6][OH:7])[CH2:5][CH2:4]1.C[O:9][C:10]([C:12]1[CH:17]=[CH:16][C:15]([C:18]([F:21])([F:20])[F:19])=[C:14](Cl)[N:13]=1)=[O:11].Cl, predict the reaction product. The product is: [CH:3]1([CH2:6][O:7][C:14]2[N:13]=[C:12]([C:10]([OH:11])=[O:9])[CH:17]=[CH:16][C:15]=2[C:18]([F:21])([F:19])[F:20])[CH2:5][CH2:4]1. (7) Given the reactants Br[C:2]1[C:16]([Cl:17])=[CH:15][C:5]([O:6][CH2:7][C@@H:8]2[CH2:12][O:11][C:10]([CH3:14])([CH3:13])[O:9]2)=[C:4]([Cl:18])[CH:3]=1.[Cu][C:20]#[N:21], predict the reaction product. The product is: [Cl:17][C:16]1[CH:15]=[C:5]([O:6][CH2:7][C@@H:8]2[CH2:12][O:11][C:10]([CH3:14])([CH3:13])[O:9]2)[C:4]([Cl:18])=[CH:3][C:2]=1[C:20]#[N:21].